From a dataset of Catalyst prediction with 721,799 reactions and 888 catalyst types from USPTO. Predict which catalyst facilitates the given reaction. (1) Reactant: Cl[CH2:2][C:3]1[N:12]=[C:11]([N:13]([C:15]2[CH:20]=[CH:19][C:18]([O:21][CH3:22])=[C:17]([F:23])[CH:16]=2)[CH3:14])[C:10]2[C:5](=[CH:6][CH:7]=[CH:8][CH:9]=2)[N:4]=1.Cl.ClCC1N=C(NC2C=CC(OC)=C(F)C=2)C2C(=CC=CC=2)[N:28]=1.CI.[H-].[Na+]. Product: [NH2:28][CH2:2][C:3]1[N:12]=[C:11]([N:13]([C:15]2[CH:20]=[CH:19][C:18]([O:21][CH3:22])=[C:17]([F:23])[CH:16]=2)[CH3:14])[C:10]2[C:5](=[CH:6][CH:7]=[CH:8][CH:9]=2)[N:4]=1. The catalyst class is: 1. (2) Reactant: [CH3:1][O:2][C:3](=[O:23])[C:4]1[CH:9]=[C:8]([C:10]([C:13]#[N:14])([CH3:12])[CH3:11])[CH:7]=[C:6]([O:15]CC2C=CC=CC=2)[CH:5]=1. The catalyst class is: 19. Product: [CH3:1][O:2][C:3](=[O:23])[C:4]1[CH:5]=[C:6]([OH:15])[CH:7]=[C:8]([C:10]([C:13]#[N:14])([CH3:12])[CH3:11])[CH:9]=1. (3) Reactant: Br[C:2]1[C:10]2[N:9]=[CH:8][NH:7][C:6]=2[CH:5]=[C:4]([Cl:11])[CH:3]=1.[CH3:12][C:13]1([CH3:29])[C:17]([CH3:19])([CH3:18])[O:16][B:15]([B:15]2[O:16][C:17]([CH3:19])([CH3:18])[C:13]([CH3:29])([CH3:12])[O:14]2)[O:14]1.CC([O-])=O.[K+]. Product: [Cl:11][C:4]1[CH:3]=[C:2]([B:15]2[O:16][C:17]([CH3:19])([CH3:18])[C:13]([CH3:29])([CH3:12])[O:14]2)[C:10]2[N:9]=[CH:8][NH:7][C:6]=2[CH:5]=1. The catalyst class is: 12. (4) Reactant: [F:1][C:2]([F:31])([F:30])[C:3]1[CH:4]=[C:5]([C:16]2[O:20][N:19]=[C:18]([C:21]3[CH:29]=[CH:28][CH:27]=[C:26]4[C:22]=3[CH:23]=[CH:24][NH:25]4)[N:17]=2)[CH:6]=[CH:7][C:8]=1[O:9][CH:10]([CH3:15])[C:11]([F:14])([F:13])[F:12].[H-].[Na+].[C:34](=[O:37])(O)[OH:35].[CH3:38]Cl.O. Product: [F:31][C:2]([F:1])([F:30])[C:3]1[CH:4]=[C:5]([C:16]2[O:20][N:19]=[C:18]([C:21]3[CH:29]=[CH:28][CH:27]=[C:26]4[C:22]=3[CH:23]=[CH:24][N:25]4[C:34]([O:35][CH3:38])=[O:37])[N:17]=2)[CH:6]=[CH:7][C:8]=1[O:9][CH:10]([CH3:15])[C:11]([F:12])([F:13])[F:14]. The catalyst class is: 3. (5) Reactant: [F-].[NH4+].[CH3:3][O:4][C:5]1[CH:29]=[CH:28][C:8]([CH2:9][O:10][C:11]([C@@H:13]2[C@@H:16]([CH2:17][CH:18]=[CH2:19])[C:15](=[O:20])[N:14]2[Si](C(C)(C)C)(C)C)=[O:12])=[CH:7][CH:6]=1.C(O)(=O)C. Product: [CH3:3][O:4][C:5]1[CH:6]=[CH:7][C:8]([CH2:9][O:10][C:11]([C@@H:13]2[C@@H:16]([CH2:17][CH:18]=[CH2:19])[C:15](=[O:20])[NH:14]2)=[O:12])=[CH:28][CH:29]=1. The catalyst class is: 5. (6) Product: [F:13][CH2:14][CH2:15][O:16][N:17]=[C:4]1[C:6]2[C:11](=[N:10][CH:9]=[CH:8][CH:7]=2)[NH:1][C:2]1=[O:3]. The catalyst class is: 16. Reactant: [NH:1]1[C:11]2[C:6](=[CH:7][CH:8]=[CH:9][N:10]=2)[C:4](=O)[C:2]1=[O:3].Cl.[F:13][CH2:14][CH2:15][O:16][NH2:17]. (7) Reactant: [C:1]([O:5][C:6]([N:8]([CH3:21])[CH2:9][CH2:10][C:11]1[CH:20]=[CH:19][C:14]([C:15]([O:17]C)=[O:16])=[CH:13][CH:12]=1)=[O:7])([CH3:4])([CH3:3])[CH3:2].[OH-].[Na+]. Product: [C:1]([O:5][C:6]([N:8]([CH3:21])[CH2:9][CH2:10][C:11]1[CH:20]=[CH:19][C:14]([C:15]([OH:17])=[O:16])=[CH:13][CH:12]=1)=[O:7])([CH3:3])([CH3:4])[CH3:2]. The catalyst class is: 7. (8) Reactant: [H-].[H-].[H-].[H-].[Li+].[Al+3].[CH3:7][NH:8][C@@H:9]([C:13]1[CH:18]=[CH:17][CH:16]=[CH:15][CH:14]=1)[C:10](O)=[O:11]. Product: [CH3:7][NH:8][C@@H:9]([C:13]1[CH:18]=[CH:17][CH:16]=[CH:15][CH:14]=1)[CH2:10][OH:11]. The catalyst class is: 1. (9) Reactant: C(N(CC)CC)C.[C:8]1([CH2:14][O:15][C:16]([C:18]2([NH2:24])[CH2:23][CH2:22][CH2:21][CH2:20][CH2:19]2)=[O:17])[CH:13]=[CH:12][CH:11]=[CH:10][CH:9]=1.[C:25]1([CH2:31][C:32](Cl)=[O:33])[CH:30]=[CH:29][CH:28]=[CH:27][CH:26]=1. Product: [C:8]1([CH2:14][O:15][C:16]([C:18]2([NH:24][C:32](=[O:33])[CH2:31][C:25]3[CH:30]=[CH:29][CH:28]=[CH:27][CH:26]=3)[CH2:19][CH2:20][CH2:21][CH2:22][CH2:23]2)=[O:17])[CH:9]=[CH:10][CH:11]=[CH:12][CH:13]=1. The catalyst class is: 7.